Task: Predict the reaction yield, written as a fraction of the theoretical maximum amount of product (1.0 means a 100% yield; for example, 0.34 means a 34% yield).. Dataset: Reaction yield outcomes from USPTO patents with 853,638 reactions (1) The reactants are [NH2:1][C:2]1[CH:3]=[C:4]([C:13]([O:15][CH2:16][CH3:17])=[O:14])[C:5]2[O:9][C:8]([CH3:11])([CH3:10])[CH2:7][C:6]=2[CH:12]=1.C(OCC)(OCC)OCC.[N-:28]=[N+:29]=[N-:30].[Na+].[C:32](O)(=O)C. The catalyst is O. The product is [CH3:10][C:8]1([CH3:11])[CH2:7][C:6]2[CH:12]=[C:2]([N:1]3[CH:32]=[N:30][N:29]=[N:28]3)[CH:3]=[C:4]([C:13]([O:15][CH2:16][CH3:17])=[O:14])[C:5]=2[O:9]1. The yield is 0.500. (2) The reactants are [Br:1][C:2]1[CH:7]=[CH:6][C:5]([NH:8][C:9]2[N:14]3[CH:15]=[N:16][CH:17]=[C:13]3[CH:12]=[CH:11][C:10]=2[C:18]([OH:20])=O)=[C:4]([F:21])[CH:3]=1.C1C=CC2N(O)N=NC=2C=1.CCN=C=NCCCN(C)C.Cl.[NH2:44][O:45][CH2:46][C@@H:47]([OH:49])[CH3:48].CCN(C(C)C)C(C)C. The catalyst is O1CCOCC1.C(OCC)(=O)C. The product is [OH:49][C@@H:47]([CH3:48])[CH2:46][O:45][NH:44][C:18]([C:10]1[CH:11]=[CH:12][C:13]2[N:14]([CH:15]=[N:16][CH:17]=2)[C:9]=1[NH:8][C:5]1[CH:6]=[CH:7][C:2]([Br:1])=[CH:3][C:4]=1[F:21])=[O:20]. The yield is 0.250. (3) The reactants are [CH:1]([N:4]([S:17]([C:20]1[S:21][CH:22]=[CH:23][CH:24]=1)(=[O:19])=[O:18])[C:5]1[CH:6]=[CH:7][CH:8]=[C:9]2[C:13]=1[NH:12][C:11]([C:14]([NH2:16])=O)=[CH:10]2)([CH3:3])[CH3:2].COC1C=CC(P2(SP(C3C=CC(OC)=CC=3)(=S)S2)=[S:34])=CC=1. The catalyst is O1CCCC1. The product is [CH:1]([N:4]([S:17]([C:20]1[S:21][CH:22]=[CH:23][CH:24]=1)(=[O:19])=[O:18])[C:5]1[CH:6]=[CH:7][CH:8]=[C:9]2[C:13]=1[NH:12][C:11]([C:14](=[S:34])[NH2:16])=[CH:10]2)([CH3:3])[CH3:2]. The yield is 0.440.